Dataset: NCI-60 drug combinations with 297,098 pairs across 59 cell lines. Task: Regression. Given two drug SMILES strings and cell line genomic features, predict the synergy score measuring deviation from expected non-interaction effect. (1) Drug 1: C1CN1P(=S)(N2CC2)N3CC3. Drug 2: C1=CC=C(C=C1)NC(=O)CCCCCCC(=O)NO. Cell line: RXF 393. Synergy scores: CSS=8.56, Synergy_ZIP=-0.314, Synergy_Bliss=7.02, Synergy_Loewe=0.126, Synergy_HSA=5.16. (2) Drug 1: COC1=C(C=C2C(=C1)N=CN=C2NC3=CC(=C(C=C3)F)Cl)OCCCN4CCOCC4. Drug 2: C1=CC=C(C(=C1)C(C2=CC=C(C=C2)Cl)C(Cl)Cl)Cl. Cell line: SF-539. Synergy scores: CSS=6.52, Synergy_ZIP=-3.39, Synergy_Bliss=-2.71, Synergy_Loewe=-4.84, Synergy_HSA=-1.28. (3) Drug 1: CC1C(C(CC(O1)OC2CC(CC3=C2C(=C4C(=C3O)C(=O)C5=C(C4=O)C(=CC=C5)OC)O)(C(=O)C)O)N)O.Cl. Drug 2: CC1C(C(CC(O1)OC2CC(CC3=C2C(=C4C(=C3O)C(=O)C5=C(C4=O)C(=CC=C5)OC)O)(C(=O)CO)O)N)O.Cl. Cell line: SN12C. Synergy scores: CSS=43.7, Synergy_ZIP=2.11, Synergy_Bliss=2.79, Synergy_Loewe=-1.97, Synergy_HSA=4.43. (4) Drug 1: C(=O)(N)NO. Drug 2: CC(C)(C#N)C1=CC(=CC(=C1)CN2C=NC=N2)C(C)(C)C#N. Cell line: OVCAR3. Synergy scores: CSS=-5.12, Synergy_ZIP=6.32, Synergy_Bliss=10.0, Synergy_Loewe=0.909, Synergy_HSA=1.92.